This data is from Forward reaction prediction with 1.9M reactions from USPTO patents (1976-2016). The task is: Predict the product of the given reaction. (1) Given the reactants [Mg].II.Br[CH2:5][CH2:6]Br.Br[C:9]1[CH:18]=[CH:17][C:16]2[C:11](=[CH:12][CH:13]=[CH:14][CH:15]=2)[CH:10]=1.[P:19]([O-:26])(OCC)OCC.Cl, predict the reaction product. The product is: [C:10]1([PH:19](=[O:26])[C:18]2[C:5]3[C:6](=[CH:12][CH:13]=[CH:14][CH:15]=3)[CH:11]=[CH:10][CH:9]=2)[C:11]2[C:16](=[CH:15][CH:14]=[CH:13][CH:12]=2)[CH:17]=[CH:18][CH:9]=1. (2) The product is: [CH3:28][CH:27]([CH3:29])[C@@H:18]([NH:17][C:13]1[CH:14]=[N:15][CH:16]=[C:11]([C:10]2[C:4]3[C:5](=[N:6][CH:7]=[C:2]([CH2:83][O:82][CH2:81][CH2:80][N:75]4[CH2:79][CH2:78][CH2:77][CH2:76]4)[CH:3]=3)[N:8]([CH2:30][O:31][CH2:32][CH2:33][Si:34]([CH3:37])([CH3:36])[CH3:35])[CH:9]=2)[CH:12]=1)[C:19]([NH:21][CH2:22][C:23]([F:26])([F:25])[F:24])=[O:20]. Given the reactants Cl[C:2]1[CH:3]=[C:4]2[C:10]([C:11]3[CH:12]=[C:13]([NH:17][C@H:18]([CH:27]([CH3:29])[CH3:28])[C:19]([NH:21][CH2:22][C:23]([F:26])([F:25])[F:24])=[O:20])[CH:14]=[N:15][CH:16]=3)=[CH:9][N:8]([CH2:30][O:31][CH2:32][CH2:33][Si:34]([CH3:37])([CH3:36])[CH3:35])[C:5]2=[N:6][CH:7]=1.ClC1C=C2C(C3C=C(N[C@H](C(NCC(F)(F)F)=O)C(C)C)C=NC=3)=CN(COCC[Si](C)(C)C)C2=NC=1.[N:75]1([CH2:80][CH2:81][O:82][CH2:83][B-](F)(F)F)[CH2:79][CH2:78][CH2:77][CH2:76]1.[K+].C(=O)([O-])[O-].[Cs+].[Cs+], predict the reaction product. (3) Given the reactants [NH2:17][C:16]1[CH:18]=[CH:19][C:20]([O:22][C:23]([F:24])([F:25])[F:26])=[CH:21][C:15]=1[S:14][S:14][C:15]1[CH:21]=[C:20]([O:22][C:23]([F:26])([F:25])[F:24])[CH:19]=[CH:18][C:16]=1[NH2:17].[CH2:27]([CH:29]1[NH:34][C:33](=[O:35])[CH2:32][C:31](=O)[CH2:30]1)[CH3:28], predict the reaction product. The product is: [CH2:27]([CH:29]1[NH:34][C:33](=[O:35])[C:32]2[S:14][C:15]3[CH:21]=[C:20]([O:22][C:23]([F:24])([F:25])[F:26])[CH:19]=[CH:18][C:16]=3[NH:17][C:31]=2[CH2:30]1)[CH3:28]. (4) Given the reactants [C:1]([C:8]1[NH:9]C=CN=1)([C:3]1[NH:4][CH:5]=[CH:6][N:7]=1)=S.NC1N(C)N=CC=1.[NH:20]([C:22](=[O:43])[C:23]([NH:25][C:26]1[CH:31]=[CH:30][C:29]([C@H:32]2[CH2:37][CH2:36][C@H:35]([CH2:38][C:39]([O:41]C)=[O:40])[CH2:34][CH2:33]2)=[CH:28][CH:27]=1)=[O:24])[NH2:21].CCN=C=NCCCN(C)C.[OH-].[Li+].C(O)(=O)CC(CC(O)=O)(C(O)=O)O, predict the reaction product. The product is: [CH3:5][N:4]1[C:3]([NH:7][C:6]2[O:43][C:22]([C:23]([NH:25][C:26]3[CH:31]=[CH:30][C:29]([C@H:32]4[CH2:37][CH2:36][C@H:35]([CH2:38][C:39]([OH:41])=[O:40])[CH2:34][CH2:33]4)=[CH:28][CH:27]=3)=[O:24])=[N:20][N:21]=2)=[CH:1][CH:8]=[N:9]1. (5) Given the reactants [Cl:1][C:2]1[CH:42]=[CH:41][C:5]([O:6][CH2:7][C:8]2[N:12]([CH2:13][CH2:14][CH2:15][CH:16]3[CH2:21][CH2:20][CH2:19][N:18]([C:22]([O:24][C:25]([CH3:28])([CH3:27])[CH3:26])=[O:23])[CH2:17]3)[C:11]3[CH:29]=[CH:30][CH:31]=[C:32]([O:33]CC4C=CC=CC=4)[C:10]=3[N:9]=2)=[CH:4][CH:3]=1, predict the reaction product. The product is: [Cl:1][C:2]1[CH:3]=[CH:4][C:5]([O:6][CH2:7][C:8]2[N:12]([CH2:13][CH2:14][CH2:15][CH:16]3[CH2:21][CH2:20][CH2:19][N:18]([C:22]([O:24][C:25]([CH3:28])([CH3:27])[CH3:26])=[O:23])[CH2:17]3)[C:11]3[CH:29]=[CH:30][CH:31]=[C:32]([OH:33])[C:10]=3[N:9]=2)=[CH:41][CH:42]=1. (6) Given the reactants C(N(CC)CC)C.[Cl:8][CH2:9][C:10](Cl)=O.[NH2:13][C:14]1[CH:15]=[N:16][C:17]2[C:22]([C:23]=1[NH:24][CH2:25][CH2:26][NH:27][C:28](=[O:34])[O:29][C:30]([CH3:33])([CH3:32])[CH3:31])=[CH:21][CH:20]=[CH:19][CH:18]=2, predict the reaction product. The product is: [Cl:8][CH2:9][C:10]1[N:24]([CH2:25][CH2:26][NH:27][C:28](=[O:34])[O:29][C:30]([CH3:31])([CH3:33])[CH3:32])[C:23]2[C:22]3[CH:21]=[CH:20][CH:19]=[CH:18][C:17]=3[N:16]=[CH:15][C:14]=2[N:13]=1. (7) Given the reactants [CH3:1][C:2]1[CH:8]=[CH:7][C:5]([NH2:6])=[CH:4][C:3]=1[C:9]1[CH:10]=[N:11][C:12]([C:15]([CH3:17])=[CH2:16])=[CH:13][CH:14]=1, predict the reaction product. The product is: [CH:15]([C:12]1[N:11]=[CH:10][C:9]([C:3]2[CH:4]=[C:5]([CH:7]=[CH:8][C:2]=2[CH3:1])[NH2:6])=[CH:14][CH:13]=1)([CH3:17])[CH3:16]. (8) Given the reactants [F:1][C:2]1[C:7]([Li])=[CH:6][CH:5]=[CH:4][N:3]=1.O.[CH:10]1[CH:11]=C[NH+]=[CH:14][CH:15]=1.[O-][Cr](Cl)(=O)=O.[CH2:21]1[CH2:25][O:24][CH2:23][CH2:22]1, predict the reaction product. The product is: [CH:21]1([C:25]([C:7]2[C:2]([F:1])=[N:3][CH:4]=[CH:5][CH:6]=2)=[O:24])[CH2:22][CH2:23][CH2:14][CH2:15][CH2:10][CH2:11]1. (9) Given the reactants C([O:3][C:4]([C:6]1([NH:9][C:10]([C:12]2[C:13]([OH:42])=[C:14]3[C:19](=[C:20]([C:22]4[CH:23]=[N:24][CH:25]=[CH:26][CH:27]=4)[N:21]=2)[N:18]([CH2:28][C:29]2[CH:34]=[CH:33][CH:32]=[CH:31][CH:30]=2)[C:17](=[O:35])[C:16]([C:36]2[CH:41]=[CH:40][CH:39]=[CH:38][CH:37]=2)=[CH:15]3)=[O:11])[CH2:8][CH2:7]1)=[O:5])C.[OH-].[Na+].CO.C1COCC1, predict the reaction product. The product is: [CH2:28]([N:18]1[C:19]2[C:14](=[C:13]([OH:42])[C:12]([C:10]([NH:9][C:6]3([C:4]([OH:5])=[O:3])[CH2:7][CH2:8]3)=[O:11])=[N:21][C:20]=2[C:22]2[CH:23]=[N:24][CH:25]=[CH:26][CH:27]=2)[CH:15]=[C:16]([C:36]2[CH:41]=[CH:40][CH:39]=[CH:38][CH:37]=2)[C:17]1=[O:35])[C:29]1[CH:34]=[CH:33][CH:32]=[CH:31][CH:30]=1.